This data is from Full USPTO retrosynthesis dataset with 1.9M reactions from patents (1976-2016). The task is: Predict the reactants needed to synthesize the given product. (1) Given the product [OH:13][C:6]1[C:7]2[C:12](=[CH:11][CH:10]=[CH:9][CH:8]=2)[C:3]([NH:2][C:19](=[O:20])[O:21][C:22]([CH3:25])([CH3:24])[CH3:23])=[CH:4][CH:5]=1, predict the reactants needed to synthesize it. The reactants are: Cl.[NH2:2][C:3]1[C:12]2[C:7](=[CH:8][CH:9]=[CH:10][CH:11]=2)[C:6]([OH:13])=[CH:5][CH:4]=1.C([Li])CCC.[C:19](O[C:19]([O:21][C:22]([CH3:25])([CH3:24])[CH3:23])=[O:20])([O:21][C:22]([CH3:25])([CH3:24])[CH3:23])=[O:20]. (2) Given the product [CH3:43][S:40]([CH2:39][CH2:38][NH:37][C:26]([C:24]1[S:25][C:21]([C:3]([CH2:1][CH3:2])([C:6]2[CH:11]=[CH:10][C:9]([O:12][CH2:13][CH:14]([OH:19])[C:15]([CH3:17])([CH3:16])[CH3:18])=[C:8]([CH3:20])[CH:7]=2)[CH2:4][CH3:5])=[CH:22][C:23]=1[CH3:29])=[O:28])(=[O:42])=[O:41], predict the reactants needed to synthesize it. The reactants are: [CH2:1]([C:3]([C:21]1[S:25][C:24]([C:26]([OH:28])=O)=[C:23]([CH3:29])[CH:22]=1)([C:6]1[CH:11]=[CH:10][C:9]([O:12][CH2:13][CH:14]([OH:19])[C:15]([CH3:18])([CH3:17])[CH3:16])=[C:8]([CH3:20])[CH:7]=1)[CH2:4][CH3:5])[CH3:2].CCN(CC)CC.[NH2:37][CH2:38][CH2:39][S:40]([CH3:43])(=[O:42])=[O:41].CCN=C=NCCCN(C)C.Cl.C1C=CC2N(O)N=NC=2C=1.